From a dataset of Forward reaction prediction with 1.9M reactions from USPTO patents (1976-2016). Predict the product of the given reaction. (1) Given the reactants C1(P(C2C=CC=CC=2)C2C=CC=CC=2)C=CC=CC=1.CCOC(/N=N/C(OCC)=O)=O.[C:32]([O:36][CH3:37])(=[O:35])[CH2:33]O.[NH:38]1[C:42]([CH:43]2[CH2:48][CH2:47][N:46]([C:49]([O:51][C:52]([CH3:55])([CH3:54])[CH3:53])=[O:50])[CH2:45][CH2:44]2)=[N:41][N:40]=[N:39]1, predict the reaction product. The product is: [CH3:37][O:36][C:32](=[O:35])[CH2:33][N:41]1[C:42]([CH:43]2[CH2:48][CH2:47][N:46]([C:49]([O:51][C:52]([CH3:55])([CH3:54])[CH3:53])=[O:50])[CH2:45][CH2:44]2)=[N:38][N:39]=[N:40]1. (2) Given the reactants Br[C:2]1[C:3]([CH3:27])=[N:4][N:5]([C:20]2[CH:25]=[CH:24][CH:23]=[CH:22][C:21]=2[CH3:26])[C:6]=1[NH:7][C:8]1[CH:17]=[CH:16][C:15]([O:18][CH3:19])=[CH:14][C:9]=1[C:10]([O:12]C)=[O:11].[S:28]1[CH:32]=[CH:31][C:30](B(O)O)=[CH:29]1.C([O-])([O-])=O.[Na+].[Na+].N#N, predict the reaction product. The product is: [CH3:19][O:18][C:15]1[CH:16]=[CH:17][C:8]([NH:7][C:6]2[N:5]([C:20]3[CH:25]=[CH:24][CH:23]=[CH:22][C:21]=3[CH3:26])[N:4]=[C:3]([CH3:27])[C:2]=2[C:30]2[CH:31]=[CH:32][S:28][CH:29]=2)=[C:9]([CH:14]=1)[C:10]([OH:12])=[O:11].